Task: Predict the reaction yield, written as a fraction of the theoretical maximum amount of product (1.0 means a 100% yield; for example, 0.34 means a 34% yield).. Dataset: Reaction yield outcomes from USPTO patents with 853,638 reactions (1) The reactants are [NH2:1][C:2]1[CH:3]=[CH:4][C:5]([O:16][C:17]2[CH:22]=[CH:21][C:20]([F:23])=[CH:19][C:18]=2[F:24])=[C:6]([C:8]2[CH:9]=[CH:10][C:11](=[O:15])[N:12]([CH3:14])[CH:13]=2)[CH:7]=1.[CH2:25]([S:27](Cl)(=[O:29])=[O:28])[CH3:26].O. The yield is 0.260. The product is [F:24][C:18]1[CH:19]=[C:20]([F:23])[CH:21]=[CH:22][C:17]=1[O:16][C:5]1[CH:4]=[CH:3][C:2]([NH:1][S:27]([CH2:25][CH3:26])(=[O:29])=[O:28])=[CH:7][C:6]=1[C:8]1[CH:9]=[CH:10][C:11](=[O:15])[N:12]([CH3:14])[CH:13]=1. The catalyst is C(Cl)Cl. (2) The reactants are Cl[C:2]1[N:7]=[C:6]([NH:8][C:9]2[CH:14]=[CH:13][C:12]([N:15]([CH3:17])[CH3:16])=[CH:11][C:10]=2[O:18][CH3:19])[C:5]([Cl:20])=[CH:4][N:3]=1.[NH2:21][C:22]1[C:42]([O:43][CH3:44])=[CH:41][C:25]2[CH2:26][CH2:27][N:28]([CH2:31][C:32]([N:34]3[CH2:39][CH2:38][N:37]([CH3:40])[CH2:36][CH2:35]3)=[O:33])[CH2:29][CH2:30][C:24]=2[CH:23]=1. No catalyst specified. The product is [Cl:20][C:5]1[C:6]([NH:8][C:9]2[CH:14]=[CH:13][C:12]([N:15]([CH3:17])[CH3:16])=[CH:11][C:10]=2[O:18][CH3:19])=[N:7][C:2]([NH:21][C:22]2[C:42]([O:43][CH3:44])=[CH:41][C:25]3[CH2:26][CH2:27][N:28]([CH2:31][C:32]([N:34]4[CH2:35][CH2:36][N:37]([CH3:40])[CH2:38][CH2:39]4)=[O:33])[CH2:29][CH2:30][C:24]=3[CH:23]=2)=[N:3][CH:4]=1. The yield is 0.430. (3) The reactants are [Br:1][C:2]1[C:10]2[NH:9][N:8]=[CH:7][C:6]=2[C:5]2[CH2:11][N:12]([CH2:21][CH:22]3[CH2:24][CH2:23]3)[C:13](=[O:20])[C@H:14]([CH2:16][C:17]([OH:19])=O)[CH2:15][C:4]=2[CH:3]=1.Cl.[NH:26]1[CH2:31][CH2:30][CH:29]([C:32]2[C:33](=[O:42])[NH:34][C:35]3[C:40]([CH:41]=2)=[CH:39][CH:38]=[CH:37][CH:36]=3)[CH2:28][CH2:27]1.ClC1C2NN=CC=2C2CN(CC(C)(C)C)C(=O)[C@@H](CC(=O)N3CCC(N4CC5C(=CC=CC=5)NC4=O)CC3)CC=2C=1. No catalyst specified. The product is [Br:1][C:2]1[C:10]2[NH:9][N:8]=[CH:7][C:6]=2[C:5]2[CH2:11][N:12]([CH2:21][CH:22]3[CH2:24][CH2:23]3)[C:13](=[O:20])[C@H:14]([CH2:16][C:17](=[O:19])[N:26]3[CH2:27][CH2:28][CH:29]([C:32]4[C:33](=[O:42])[NH:34][C:35]5[C:40]([CH:41]=4)=[CH:39][CH:38]=[CH:37][CH:36]=5)[CH2:30][CH2:31]3)[CH2:15][C:4]=2[CH:3]=1. The yield is 0.320. (4) The reactants are C[O:2][C:3](=[O:72])[CH2:4][NH:5][C:6](=[O:71])[C@H:7]([NH:11][C:12](=[O:70])[C@H:13]([NH:35][C:36](=[O:69])[C@H:37]([NH:39][C:40](=[O:68])[CH2:41][C@H:42]([OH:67])/[CH:43]=[CH:44]/[CH2:45][CH2:46][S:47][C:48]([C:61]1[CH:66]=[CH:65][CH:64]=[CH:63][CH:62]=1)([C:55]1[CH:60]=[CH:59][CH:58]=[CH:57][CH:56]=1)[C:49]1[CH:54]=[CH:53][CH:52]=[CH:51][CH:50]=1)[CH3:38])[CH2:14][S:15][C:16]([C:29]1[CH:34]=[CH:33][CH:32]=[CH:31][CH:30]=1)([C:23]1[CH:28]=[CH:27][CH:26]=[CH:25][CH:24]=1)[C:17]1[CH:22]=[CH:21][CH:20]=[CH:19][CH:18]=1)[CH:8]([CH3:10])[CH3:9].C1COCC1.O.[Li+].[OH-].OS([O-])(=O)=O.[K+]. The catalyst is O. The product is [OH:67][C@H:42](/[CH:43]=[CH:44]/[CH2:45][CH2:46][S:47][C:48]([C:55]1[CH:56]=[CH:57][CH:58]=[CH:59][CH:60]=1)([C:61]1[CH:66]=[CH:65][CH:64]=[CH:63][CH:62]=1)[C:49]1[CH:54]=[CH:53][CH:52]=[CH:51][CH:50]=1)[CH2:41][C:40]([NH:39][C@H:37]([CH3:38])[C:36]([NH:35][C@H:13]([CH2:14][S:15][C:16]([C:17]1[CH:18]=[CH:19][CH:20]=[CH:21][CH:22]=1)([C:23]1[CH:24]=[CH:25][CH:26]=[CH:27][CH:28]=1)[C:29]1[CH:34]=[CH:33][CH:32]=[CH:31][CH:30]=1)[C:12]([NH:11][C@H:7]([CH:8]([CH3:9])[CH3:10])[C:6]([NH:5][CH2:4][C:3]([OH:72])=[O:2])=[O:71])=[O:70])=[O:69])=[O:68]. The yield is 0.910. (5) The reactants are [CH3:1][O:2][C:3]1[CH:4]=[C:5]2[C:10](=[CH:11][C:12]=1[O:13][CH3:14])[N:9]=[CH:8][N:7]=[C:6]2[S:15][C:16]1[CH:17]=[C:18]([CH:20]=[CH:21][CH:22]=1)[NH2:19].[CH:23]([C:26]1[CH:30]=[C:29]([NH:31][C:32](=O)[O:33]C2C=CC=CC=2)[N:28]([C:41]2[CH:46]=[CH:45][CH:44]=[CH:43][CH:42]=2)[N:27]=1)([CH3:25])[CH3:24]. The catalyst is C1COCC1.CN(C1C=CN=CC=1)C. The product is [CH3:1][O:2][C:3]1[CH:4]=[C:5]2[C:10](=[CH:11][C:12]=1[O:13][CH3:14])[N:9]=[CH:8][N:7]=[C:6]2[S:15][C:16]1[CH:17]=[C:18]([NH:19][C:32]([NH:31][C:29]2[N:28]([C:41]3[CH:42]=[CH:43][CH:44]=[CH:45][CH:46]=3)[N:27]=[C:26]([CH:23]([CH3:25])[CH3:24])[CH:30]=2)=[O:33])[CH:20]=[CH:21][CH:22]=1. The yield is 0.710. (6) The reactants are C(N(C(C)C)C(C)C)C.Br[C:11]([F:23])([CH:17]1[CH2:21][CH2:20][C:19](=[O:22])[CH2:18]1)[C:12]([O:14][CH2:15][CH3:16])=[O:13].Cl.O. The catalyst is CN(C=O)C.CCOC(C)=O. The product is [F:23][C:11]1([C:12]([O:14][CH2:15][CH3:16])=[O:13])[CH:18]2[CH:17]1[CH2:21][CH2:20][C:19]2=[O:22]. The yield is 0.840.